This data is from Reaction yield outcomes from USPTO patents with 853,638 reactions. The task is: Predict the reaction yield, written as a fraction of the theoretical maximum amount of product (1.0 means a 100% yield; for example, 0.34 means a 34% yield). (1) The reactants are [CH3:1][N:2]1[CH2:7][CH2:6][CH2:5][CH2:4][CH:3]1[CH2:8][OH:9].O[C:11]1[CH:12]=[C:13]2[C:18](=[CH:19][CH:20]=1)[CH:17]=[C:16]([C:21]1[C:29]3[C:24](=[CH:25][CH:26]=[C:27]([C:30]#[N:31])[CH:28]=3)[N:23]([CH:32]3[CH2:37][CH2:36][CH2:35][CH2:34][O:33]3)[N:22]=1)[CH:15]=[CH:14]2.N(C(OC(C)C)=O)=NC(OC(C)C)=O.C1(P(C2C=CC=CC=2)C2C=CC=CC=2)C=CC=CC=1. The catalyst is C1COCC1. The product is [CH3:1][N:2]1[CH2:7][CH2:6][CH2:5][CH2:4][CH:3]1[CH2:8][O:9][C:11]1[CH:12]=[C:13]2[C:18](=[CH:19][CH:20]=1)[CH:17]=[C:16]([C:21]1[C:29]3[C:24](=[CH:25][CH:26]=[C:27]([C:30]#[N:31])[CH:28]=3)[N:23]([CH:32]3[CH2:37][CH2:36][CH2:35][CH2:34][O:33]3)[N:22]=1)[CH:15]=[CH:14]2. The yield is 0.440. (2) The reactants are [CH3:1][N:2]1[CH2:7][CH2:6][CH:5]([O:8][C:9]2[CH:10]=[C:11]([CH:14]=[CH:15][N:16]=2)[C:12]#[N:13])[CH2:4][CH2:3]1. The catalyst is N.[Ni]. The product is [CH3:1][N:2]1[CH2:3][CH2:4][CH:5]([O:8][C:9]2[CH:10]=[C:11]([CH2:12][NH2:13])[CH:14]=[CH:15][N:16]=2)[CH2:6][CH2:7]1. The yield is 0.950.